This data is from NCI-60 drug combinations with 297,098 pairs across 59 cell lines. The task is: Regression. Given two drug SMILES strings and cell line genomic features, predict the synergy score measuring deviation from expected non-interaction effect. (1) Drug 1: CS(=O)(=O)CCNCC1=CC=C(O1)C2=CC3=C(C=C2)N=CN=C3NC4=CC(=C(C=C4)OCC5=CC(=CC=C5)F)Cl. Drug 2: CN(CC1=CN=C2C(=N1)C(=NC(=N2)N)N)C3=CC=C(C=C3)C(=O)NC(CCC(=O)O)C(=O)O. Cell line: NCI-H226. Synergy scores: CSS=22.8, Synergy_ZIP=-0.204, Synergy_Bliss=-0.756, Synergy_Loewe=-56.2, Synergy_HSA=-4.92. (2) Drug 1: CC12CCC3C(C1CCC2=O)CC(=C)C4=CC(=O)C=CC34C. Drug 2: CC1=CC=C(C=C1)C2=CC(=NN2C3=CC=C(C=C3)S(=O)(=O)N)C(F)(F)F. Cell line: UACC62. Synergy scores: CSS=40.8, Synergy_ZIP=1.23, Synergy_Bliss=0.576, Synergy_Loewe=-0.0592, Synergy_HSA=-0.357.